From a dataset of HIV replication inhibition screening data with 41,000+ compounds from the AIDS Antiviral Screen. Binary Classification. Given a drug SMILES string, predict its activity (active/inactive) in a high-throughput screening assay against a specified biological target. (1) The drug is O=C1CCCC2(C1)Cc1ccccc1N2. The result is 0 (inactive). (2) The compound is O=c1c2ccc(Cl)cc2oc2c(CSc3ccccc3)cccc12. The result is 0 (inactive). (3) The compound is CC(=O)N1N=C(C)C2ON=C(c3ccc(Cl)cc3)P21. The result is 0 (inactive). (4) The compound is O=C1N=C(Nc2ccccc2Cl)SC1C(=O)Nc1ccc([N+](=O)[O-])cc1[N+](=O)[O-]. The result is 0 (inactive). (5) The molecule is O=C1COCC(=O)N1. The result is 0 (inactive). (6) The molecule is COc1ccc2nc3cc(Cl)ccc3c(NCCC(=O)OCC(O)C(O)C(OC(C)C(=O)NC(C)C(=O)NC(CCC(N)=O)C(=O)OCc3ccccc3)C(C=O)NC(C)=O)c2c1. The result is 0 (inactive). (7) The drug is N#CC(=Cc1ccc(Cl)cc1)c1ccccc1[N+](=O)[O-]. The result is 0 (inactive). (8) The compound is Cc1ccc(SCC(OCn2cnc3c(N)ncnc32)C(C)F)cc1. The result is 0 (inactive). (9) The molecule is [N-]=[N+]=Nc1c(C=O)c(=O)n2c3c(cccc13)CCC2. The result is 0 (inactive). (10) The result is 0 (inactive). The molecule is CC1=CC(=O)C(=CNC(=S)c2ccncc2)C(=O)O1.